This data is from Full USPTO retrosynthesis dataset with 1.9M reactions from patents (1976-2016). The task is: Predict the reactants needed to synthesize the given product. (1) Given the product [N:39]1([C:2]([N:34]2[CH2:35][CH2:36][C:37]3[N:38]=[C:30]([C:27]4[CH:26]=[CH:25][C:24]([O:23][C@H:21]5[CH2:20][C@H:19]([N:13]6[CH2:18][CH2:17][CH2:16][CH2:15][CH2:14]6)[CH2:22]5)=[CH:29][CH:28]=4)[S:31][C:32]=3[CH2:33]2)=[O:4])[CH2:44][CH2:43][O:42][CH2:41][CH2:40]1, predict the reactants needed to synthesize it. The reactants are: Cl[C:2](Cl)([O:4]C(=O)OC(Cl)(Cl)Cl)Cl.[N:13]1([C@H:19]2[CH2:22][C@H:21]([O:23][C:24]3[CH:29]=[CH:28][C:27]([C:30]4[S:31][C:32]5[CH2:33][NH:34][CH2:35][CH2:36][C:37]=5[N:38]=4)=[CH:26][CH:25]=3)[CH2:20]2)[CH2:18][CH2:17][CH2:16][CH2:15][CH2:14]1.[NH:39]1[CH2:44][CH2:43][O:42][CH2:41][CH2:40]1.C(N(CC)CC)C. (2) Given the product [CH:1]1[C:13]2[CH:12]([CH2:14][O:15][C:16](=[O:48])[NH:17][C:18]3[CH:23]=[CH:22][C:21]([NH:24][C:25](=[O:39])[CH2:26][CH2:27][CH2:28][CH2:29][CH:30]4[CH:37]5[CH:33]([NH:34][C:35](=[O:38])[NH:36]5)[CH2:32][S:31]4)=[C:20]([OH:40])[CH:19]=3)[C:11]3[C:6](=[CH:7][CH:8]=[CH:9][CH:10]=3)[C:5]=2[CH:4]=[CH:3][CH:2]=1, predict the reactants needed to synthesize it. The reactants are: [CH:1]1[C:13]2[CH:12]([CH2:14][O:15][C:16](=[O:48])[NH:17][C:18]3[CH:23]=[CH:22][C:21]([NH:24][C:25](=[O:39])[CH2:26][CH2:27][CH2:28][CH2:29][CH:30]4[CH:37]5[CH:33]([NH:34][C:35](=[O:38])[NH:36]5)[CH2:32][S:31]4)=[C:20]([O:40]CC4C=CC=CC=4)[CH:19]=3)[C:11]3[C:6](=[CH:7][CH:8]=[CH:9][CH:10]=3)[C:5]=2[CH:4]=[CH:3][CH:2]=1.C1(SC)C=CC=CC=1. (3) Given the product [N+:21]([C:24]1[CH:29]=[CH:28][C:27]([NH:30][C@H:31]2[CH2:36][CH2:35][C@H:34]([O:37][CH2:2][C:3]([N:5]3[CH2:10][CH2:9][N:8]([C:11]4[CH:16]=[CH:15][C:14]([C:17]([F:20])([F:19])[F:18])=[CH:13][CH:12]=4)[CH2:7][CH2:6]3)=[O:4])[CH2:33][CH2:32]2)=[CH:26][C:25]=1[C:38]([F:39])([F:40])[F:41])([O-:23])=[O:22], predict the reactants needed to synthesize it. The reactants are: Cl[CH2:2][C:3]([N:5]1[CH2:10][CH2:9][N:8]([C:11]2[CH:16]=[CH:15][C:14]([C:17]([F:20])([F:19])[F:18])=[CH:13][CH:12]=2)[CH2:7][CH2:6]1)=[O:4].[N+:21]([C:24]1[CH:29]=[CH:28][C:27]([NH:30][C@H:31]2[CH2:36][CH2:35][C@H:34]([OH:37])[CH2:33][CH2:32]2)=[CH:26][C:25]=1[C:38]([F:41])([F:40])[F:39])([O-:23])=[O:22].[H-].[Na+].O1CCCC1. (4) Given the product [C:24]([O:27][CH2:28][C:29]1[C:30]([N:44]2[CH2:56][CH2:55][N:47]3[C:48]4[CH2:49][CH2:50][CH2:51][CH2:52][C:53]=4[CH:54]=[C:46]3[C:45]2=[O:57])=[CH:31][CH:32]=[CH:33][C:34]=1[C:2]1[CH:3]=[C:4]([NH:10][C:11]2[CH:16]=[CH:15][C:14]([CH:17]3[CH2:22][CH2:21][N:20]([CH3:23])[CH2:19][CH2:18]3)=[CH:13][N:12]=2)[C:5](=[O:9])[N:6]([CH3:8])[CH:7]=1)(=[O:26])[CH3:25], predict the reactants needed to synthesize it. The reactants are: Br[C:2]1[CH:3]=[C:4]([NH:10][C:11]2[CH:16]=[CH:15][C:14]([CH:17]3[CH2:22][CH2:21][N:20]([CH3:23])[CH2:19][CH2:18]3)=[CH:13][N:12]=2)[C:5](=[O:9])[N:6]([CH3:8])[CH:7]=1.[C:24]([O:27][CH2:28][C:29]1[C:34](B2OC(C)(C)C(C)(C)O2)=[CH:33][CH:32]=[CH:31][C:30]=1[N:44]1[CH2:56][CH2:55][N:47]2[C:48]3[CH2:49][CH2:50][CH2:51][CH2:52][C:53]=3[CH:54]=[C:46]2[C:45]1=[O:57])(=[O:26])[CH3:25].C([O-])([O-])=O.[Na+].[Na+].COCCOC. (5) Given the product [O:1]1[C:5]2[CH:6]=[CH:7][C:8]([C:10]3[O:11][C:16]([SH:17])=[N:13][N:12]=3)=[CH:9][C:4]=2[CH:3]=[CH:2]1, predict the reactants needed to synthesize it. The reactants are: [O:1]1[C:5]2[CH:6]=[CH:7][C:8]([C:10]([NH:12][NH2:13])=[O:11])=[CH:9][C:4]=2[CH:3]=[CH:2]1.[OH-].[K+].[C:16](=S)=[S:17]. (6) Given the product [C:1]([O:5][C:6]([N:8]1[CH2:13][CH2:12][CH2:11][C@H:10]([C:14](=[O:16])[NH:53][CH2:52][CH2:50][OH:51])[CH2:9]1)=[O:7])([CH3:2])([CH3:3])[CH3:4], predict the reactants needed to synthesize it. The reactants are: [C:1]([O:5][C:6]([N:8]1[CH2:13][CH2:12][CH2:11][C@H:10]([C:14]([OH:16])=O)[CH2:9]1)=[O:7])([CH3:4])([CH3:3])[CH3:2].CN(C(ON1N=NC2C=CC=NC1=2)=[N+](C)C)C.F[P-](F)(F)(F)(F)F.C(N(C(C)C)CC)(C)C.[CH2:50]([CH2:52][NH2:53])[OH:51]. (7) Given the product [BrH:11].[Br:11][C:7]1[CH:6]=[C:5]([O:9][CH3:10])[C:3]([NH2:4])=[C:2]([F:1])[CH:8]=1, predict the reactants needed to synthesize it. The reactants are: [F:1][C:2]1[CH:8]=[CH:7][CH:6]=[C:5]([O:9][CH3:10])[C:3]=1[NH2:4].[Br:11]Br.